From a dataset of Forward reaction prediction with 1.9M reactions from USPTO patents (1976-2016). Predict the product of the given reaction. (1) Given the reactants [CH3:1][O:2][C:3]1[CH:4]=[C:5]([CH:20]=[CH:21][CH:22]=1)[CH2:6][N:7]1[C:11]2[CH:12]=[CH:13][C:14]([C:16]([OH:18])=O)=[CH:15][C:10]=2[N:9]=[C:8]1[CH3:19].CN(C(ON1N=NC2C=CC=NC1=2)=[N+](C)C)C.F[P-](F)(F)(F)(F)F.CCN(C(C)C)C(C)C.[CH:56]([C:59]1[CH:60]=[C:61]([C@@H:65]([NH2:67])[CH3:66])[CH:62]=[CH:63][CH:64]=1)([CH3:58])[CH3:57], predict the reaction product. The product is: [CH:56]([C:59]1[CH:60]=[C:61]([C@@H:65]([NH:67][C:16]([C:14]2[CH:13]=[CH:12][C:11]3[N:7]([CH2:6][C:5]4[CH:20]=[CH:21][CH:22]=[C:3]([O:2][CH3:1])[CH:4]=4)[C:8]([CH3:19])=[N:9][C:10]=3[CH:15]=2)=[O:18])[CH3:66])[CH:62]=[CH:63][CH:64]=1)([CH3:58])[CH3:57]. (2) The product is: [C:20]1([S:26]([N:10]2[CH2:11][CH2:12][C@@H:13]([C:14]3[CH:19]=[CH:18][CH:17]=[CH:16][CH:15]=3)[C@H:8]([C:4]3[CH:5]=[CH:6][CH:7]=[C:2]([Cl:1])[CH:3]=3)[CH2:9]2)(=[O:28])=[O:27])[CH:25]=[CH:24][CH:23]=[CH:22][CH:21]=1. Given the reactants [Cl:1][C:2]1[CH:3]=[C:4]([C@H:8]2[C@H:13]([C:14]3[CH:19]=[CH:18][CH:17]=[CH:16][CH:15]=3)[CH2:12][CH2:11][NH:10][CH2:9]2)[CH:5]=[CH:6][CH:7]=1.[C:20]1([S:26](Cl)(=[O:28])=[O:27])[CH:25]=[CH:24][CH:23]=[CH:22][CH:21]=1.O, predict the reaction product. (3) Given the reactants [S:1]1[CH2:5][CH2:4][CH2:3][CH2:2]1.[CH2:6]([Br:15])[C:7]([C:9]1[CH:14]=[CH:13][CH:12]=[CH:11][CH:10]=1)=[O:8], predict the reaction product. The product is: [Br-:15].[CH2:6]([S+:1]1[CH2:5][CH2:4][CH2:3][CH2:2]1)[C:7]([C:9]1[CH:14]=[CH:13][CH:12]=[CH:11][CH:10]=1)=[O:8]. (4) Given the reactants C([O:3][C:4]([C:6]1[N:10]2[N:11]=[CH:12][C:13]([C:29]#[N:30])=[C:14]([NH:15][C:16]3[CH:21]=[CH:20][C:19]([O:22][C:23]4[CH:28]=[CH:27][CH:26]=[CH:25][CH:24]=4)=[CH:18][CH:17]=3)[C:9]2=[CH:8][CH:7]=1)=O)C.CC(C[AlH]CC(C)C)C, predict the reaction product. The product is: [OH:3][CH2:4][C:6]1[N:10]2[N:11]=[CH:12][C:13]([C:29]#[N:30])=[C:14]([NH:15][C:16]3[CH:21]=[CH:20][C:19]([O:22][C:23]4[CH:28]=[CH:27][CH:26]=[CH:25][CH:24]=4)=[CH:18][CH:17]=3)[C:9]2=[CH:8][CH:7]=1. (5) Given the reactants [C:1]1([CH3:60])[CH:6]=[CH:5][C:4]([S:7]([N:10]2[CH2:18][CH2:17][N:16](S(C3C=CC(C)=CC=3)(=O)=O)[CH2:15][CH2:14][N:13]([CH2:29][CH2:30][N:31]3[CH2:39][CH2:38][N:37](S(C4C=CC(C)=CC=4)(=O)=O)[CH2:36][CH2:35][N:34]([S:50]([C:53]4[CH:58]=[CH:57][C:56]([CH3:59])=[CH:55][CH:54]=4)(=[O:52])=[O:51])[CH2:33][CH2:32]3)[CH2:12][CH2:11]2)(=[O:9])=[O:8])=[CH:3][CH:2]=1.S(=O)(=O)(O)O, predict the reaction product. The product is: [C:56]1([CH3:59])[CH:55]=[CH:54][C:53]([S:50]([N:34]2[CH2:35][CH2:36][NH:37][CH2:38][CH2:39][N:31]([CH2:30][CH2:29][N:13]3[CH2:14][CH2:15][NH:16][CH2:17][CH2:18][N:10]([S:7]([C:4]4[CH:5]=[CH:6][C:1]([CH3:60])=[CH:2][CH:3]=4)(=[O:9])=[O:8])[CH2:11][CH2:12]3)[CH2:32][CH2:33]2)(=[O:51])=[O:52])=[CH:58][CH:57]=1. (6) Given the reactants [S:1](=[O:45])(=[O:44])([O:3][CH2:4][C@H:5]1[CH2:9][C@@H:8]([NH:10][C:11]2[C:16]([C:17]([C:19]3[S:20][C:21]([CH2:25][C:26]4[CH:31]=[CH:30][CH:29]=[C:28]([Cl:32])[CH:27]=4)=[CH:22][C:23]=3[CH3:24])=[O:18])=[CH:15][N:14]=[CH:13][N:12]=2)[CH2:7][C@@H:6]1[O:33][Si](C(C)C)(C(C)C)C(C)C)[NH2:2].C(O)(C(F)(F)F)=O.O, predict the reaction product. The product is: [S:1](=[O:44])(=[O:45])([O:3][CH2:4][C@H:5]1[CH2:9][C@@H:8]([NH:10][C:11]2[C:16]([C:17]([C:19]3[S:20][C:21]([CH2:25][C:26]4[CH:31]=[CH:30][CH:29]=[C:28]([Cl:32])[CH:27]=4)=[CH:22][C:23]=3[CH3:24])=[O:18])=[CH:15][N:14]=[CH:13][N:12]=2)[CH2:7][C@@H:6]1[OH:33])[NH2:2].